Dataset: Full USPTO retrosynthesis dataset with 1.9M reactions from patents (1976-2016). Task: Predict the reactants needed to synthesize the given product. (1) Given the product [Si:32]([O:22][CH2:21][CH:9]1[CH2:10][N:11]([CH2:14][C:15]2[CH:20]=[CH:19][CH:18]=[CH:17][CH:16]=2)[CH2:12][CH2:13][N:8]1[CH2:1][C:2]1[CH:3]=[CH:4][CH:5]=[CH:6][CH:7]=1)([C:28]([CH3:31])([CH3:30])[CH3:29])([C:39]1[CH:40]=[CH:41][CH:42]=[CH:43][CH:44]=1)[C:33]1[CH:38]=[CH:37][CH:36]=[CH:35][CH:34]=1, predict the reactants needed to synthesize it. The reactants are: [CH2:1]([N:8]1[CH2:13][CH2:12][N:11]([CH2:14][C:15]2[CH:20]=[CH:19][CH:18]=[CH:17][CH:16]=2)[CH2:10][CH:9]1[CH2:21][OH:22])[C:2]1[CH:7]=[CH:6][CH:5]=[CH:4][CH:3]=1.N1C=CN=C1.[C:28]([Si:32](Cl)([C:39]1[CH:44]=[CH:43][CH:42]=[CH:41][CH:40]=1)[C:33]1[CH:38]=[CH:37][CH:36]=[CH:35][CH:34]=1)([CH3:31])([CH3:30])[CH3:29]. (2) Given the product [Br:8][C:6]1[N:5]=[C:4]([CH3:9])[C:3]([OH:10])=[CH:2][CH:7]=1, predict the reactants needed to synthesize it. The reactants are: Br[C:2]1[CH:7]=[C:6]([Br:8])[N:5]=[C:4]([CH3:9])[C:3]=1[OH:10].[Li]CCCC. (3) Given the product [CH2:24]([C:28]1[CH:29]=[C:30]([CH:34]=[C:35]([CH3:37])[N:36]=1)[C:31]([NH:1][CH2:2][C@H:3]1[N:8]([C:9]([C:11]2[N:12]=[C:13]([CH3:23])[S:14][C:15]=2[C:16]2[CH:17]=[C:18]([CH3:22])[CH:19]=[CH:20][CH:21]=2)=[O:10])[CH2:7][C@@H:6]2[C@H:4]1[CH2:5]2)=[O:32])[CH:25]([CH3:27])[CH3:26], predict the reactants needed to synthesize it. The reactants are: [NH2:1][CH2:2][C@H:3]1[N:8]([C:9]([C:11]2[N:12]=[C:13]([CH3:23])[S:14][C:15]=2[C:16]2[CH:17]=[C:18]([CH3:22])[CH:19]=[CH:20][CH:21]=2)=[O:10])[CH2:7][C@@H:6]2[C@H:4]1[CH2:5]2.[CH2:24]([C:28]1[CH:29]=[C:30]([CH:34]=[C:35]([CH3:37])[N:36]=1)[C:31](O)=[O:32])[CH:25]([CH3:27])[CH3:26]. (4) Given the product [ClH:36].[NH2:7][C@@H:8]1[C:14](=[O:15])[N:13]([CH2:16][C:17]([F:19])([F:18])[F:20])[C:12]2[CH:21]=[CH:22][CH:23]=[CH:24][C:11]=2[N:10]([CH2:25][CH2:26][O:27][CH2:28][C:29]2[CH:30]=[CH:31][CH:32]=[CH:33][CH:34]=2)[CH2:9]1, predict the reactants needed to synthesize it. The reactants are: C(OC(=O)[NH:7][C@@H:8]1[C:14](=[O:15])[N:13]([CH2:16][C:17]([F:20])([F:19])[F:18])[C:12]2[CH:21]=[CH:22][CH:23]=[CH:24][C:11]=2[N:10]([CH2:25][CH2:26][O:27][CH2:28][C:29]2[CH:34]=[CH:33][CH:32]=[CH:31][CH:30]=2)[CH2:9]1)(C)(C)C.[ClH:36]. (5) Given the product [C:1]([O:5][C:6]([N:8]1[CH2:9][CH2:10][N:11]([C:14](=[O:33])[CH2:15][N:16]2[CH2:17][CH2:18][CH:19]([C:22]3[CH:27]=[CH:26][C:25]([NH2:28])=[C:24]([O:31][CH3:32])[CH:23]=3)[CH2:20][CH2:21]2)[CH2:12][CH2:13]1)=[O:7])([CH3:4])([CH3:3])[CH3:2], predict the reactants needed to synthesize it. The reactants are: [C:1]([O:5][C:6]([N:8]1[CH2:13][CH2:12][N:11]([C:14](=[O:33])[CH2:15][N:16]2[CH2:21][CH:20]=[C:19]([C:22]3[CH:27]=[CH:26][C:25]([N+:28]([O-])=O)=[C:24]([O:31][CH3:32])[CH:23]=3)[CH2:18][CH2:17]2)[CH2:10][CH2:9]1)=[O:7])([CH3:4])([CH3:3])[CH3:2]. (6) Given the product [ClH:1].[Cl:1][C:2]1[S:6][C:5](/[CH:7]=[CH:8]/[S:9]([N:12]([CH3:36])[C@H:13]2[CH2:17][CH2:16][N:15]([C:18]3[CH:19]=[C:20]4[C:25](=[CH:26][CH:27]=3)[CH2:24][NH:23][CH2:22][CH2:21]4)[C:14]2=[O:35])(=[O:10])=[O:11])=[CH:4][CH:3]=1, predict the reactants needed to synthesize it. The reactants are: [Cl:1][C:2]1[S:6][C:5](/[CH:7]=[CH:8]/[S:9]([N:12]([CH3:36])[C@H:13]2[CH2:17][CH2:16][N:15]([C:18]3[CH:19]=[C:20]4[C:25](=[CH:26][CH:27]=3)[CH2:24][N:23](C(OC(C)(C)C)=O)[CH2:22][CH2:21]4)[C:14]2=[O:35])(=[O:11])=[O:10])=[CH:4][CH:3]=1.